This data is from Reaction yield outcomes from USPTO patents with 853,638 reactions. The task is: Predict the reaction yield, written as a fraction of the theoretical maximum amount of product (1.0 means a 100% yield; for example, 0.34 means a 34% yield). (1) The reactants are [C:1]1([CH:7]2[CH2:11][NH:10][N:9]=[C:8]2[C:12]2[CH:22]=[CH:21][C:15]3[O:16][CH2:17][C:18](=[O:20])[NH:19][C:14]=3[CH:13]=2)[CH:6]=[CH:5][CH:4]=[CH:3][CH:2]=1.[C:23](OC(=O)C)(=[O:25])[CH3:24]. The catalyst is C1COCC1. The product is [C:23]([N:10]1[CH2:11][CH:7]([C:1]2[CH:2]=[CH:3][CH:4]=[CH:5][CH:6]=2)[C:8]([C:12]2[CH:22]=[CH:21][C:15]3[O:16][CH2:17][C:18](=[O:20])[NH:19][C:14]=3[CH:13]=2)=[N:9]1)(=[O:25])[CH3:24]. The yield is 0.520. (2) The reactants are [Cl:1][C:2]1[CH:7]=[CH:6][C:5]([C:8]2[C:14]3[CH:15]=[C:16]([O:19][CH3:20])[CH:17]=[CH:18][C:13]=3[N:12]3[C:21]([CH3:24])=[N:22][N:23]=[C:11]3[C@H:10]([CH2:25][C:26](O)=[O:27])[N:9]=2)=[CH:4][CH:3]=1.CCN=C=NCCCN(C)C.C1C=CC2N(O)N=NC=2C=1.[NH2:50][CH2:51][CH2:52][O:53][C:54]1[CH:55]=[CH:56][C:57]2[N:63]3[C:64]([CH3:67])=[N:65][N:66]=[C:62]3[C@H:61]([CH2:68][C:69]([NH:71][CH2:72][CH3:73])=[O:70])[N:60]=[C:59]([C:74]3[CH:79]=[CH:78][C:77]([Cl:80])=[CH:76][CH:75]=3)[C:58]=2[CH:81]=1. The catalyst is C(Cl)Cl.CN(C1C=CN=CC=1)C. The product is [Cl:80][C:77]1[CH:76]=[CH:75][C:74]([C:59]2[C:58]3[CH:81]=[C:54]([O:53][CH2:52][CH2:51][NH:50][C:26](=[O:27])[CH2:25][C@@H:10]4[N:9]=[C:8]([C:5]5[CH:6]=[CH:7][C:2]([Cl:1])=[CH:3][CH:4]=5)[C:14]5[CH:15]=[C:16]([O:19][CH3:20])[CH:17]=[CH:18][C:13]=5[N:12]5[C:21]([CH3:24])=[N:22][N:23]=[C:11]45)[CH:55]=[CH:56][C:57]=3[N:63]3[C:64]([CH3:67])=[N:65][N:66]=[C:62]3[C@H:61]([CH2:68][C:69]([NH:71][CH2:72][CH3:73])=[O:70])[N:60]=2)=[CH:79][CH:78]=1. The yield is 0.573. (3) The reactants are [Br:1][C:2]1[C:3]([OH:11])=[C:4]([CH:7]=[C:8]([Cl:10])[CH:9]=1)C=O.[OH:12]O. The catalyst is [OH-].[Na+]. The product is [Br:1][C:2]1[CH:9]=[C:8]([Cl:10])[CH:7]=[C:4]([OH:12])[C:3]=1[OH:11]. The yield is 0.990. (4) The reactants are [CH3:1][NH:2][CH2:3][C:4]1([C:10]2[CH:15]=[CH:14][C:13]([O:16][CH2:17][CH2:18][CH2:19][N:20]3[CH2:24][CH2:23][CH2:22][CH2:21]3)=[CH:12][CH:11]=2)[CH2:9][CH2:8][O:7][CH2:6][CH2:5]1.[CH2:25]1OC(O)C[O:27][CH:26]1O.CC(O)=O.C(=O)([O-])[O-].[Na+].[Na+]. The catalyst is C(Cl)Cl. The product is [CH3:1][N:2]([CH2:3][C:4]1([C:10]2[CH:15]=[CH:14][C:13]([O:16][CH2:17][CH2:18][CH2:19][N:20]3[CH2:24][CH2:23][CH2:22][CH2:21]3)=[CH:12][CH:11]=2)[CH2:9][CH2:8][O:7][CH2:6][CH2:5]1)[CH2:25][CH2:26][OH:27]. The yield is 0.560. (5) The reactants are [NH2:1][C:2]1[CH:15]=[CH:14][C:5]([C:6]([C:8]2[CH:13]=[CH:12][CH:11]=[CH:10][CH:9]=2)=[O:7])=[CH:4][CH:3]=1.[CH2:16]([C:19]1[CH:27]=[CH:26][C:22]([C:23](Cl)=[O:24])=[CH:21][CH:20]=1)[CH2:17][CH3:18].C(N(CC)CC)C. The catalyst is C1COCC1. The product is [C:6]([C:5]1[CH:4]=[CH:3][C:2]([NH:1][C:23](=[O:24])[C:22]2[CH:26]=[CH:27][C:19]([CH2:16][CH2:17][CH3:18])=[CH:20][CH:21]=2)=[CH:15][CH:14]=1)(=[O:7])[C:8]1[CH:13]=[CH:12][CH:11]=[CH:10][CH:9]=1. The yield is 0.780.